Dataset: Full USPTO retrosynthesis dataset with 1.9M reactions from patents (1976-2016). Task: Predict the reactants needed to synthesize the given product. (1) Given the product [Br:23][C:24]1[CH:29]=[CH:28][C:27]([S:30]([NH:5][C@@H:3]2[CH2:4][C@H:2]2[CH3:1])(=[O:32])=[O:31])=[CH:26][CH:25]=1, predict the reactants needed to synthesize it. The reactants are: [CH3:1][C@@H:2]1[CH2:4][C@H:3]1[NH:5]C(=O)OCC1C=CC=CC=1.C(N(CC)CC)C.[Br:23][C:24]1[CH:29]=[CH:28][C:27]([S:30](Cl)(=[O:32])=[O:31])=[CH:26][CH:25]=1. (2) Given the product [Br:1][C:2]1[CH:7]=[CH:6][CH:5]=[CH:4][C:3]=1[C:8]1[N:9]=[CH:10][N:11]([C:20]([C:21]2[CH:26]=[CH:25][CH:24]=[CH:23][CH:22]=2)([C:33]2[CH:34]=[CH:35][CH:36]=[CH:37][CH:38]=2)[C:27]2[CH:28]=[CH:29][CH:30]=[CH:31][CH:32]=2)[CH:12]=1, predict the reactants needed to synthesize it. The reactants are: [Br:1][C:2]1[CH:7]=[CH:6][CH:5]=[CH:4][C:3]=1[C:8]1[N:9]=[CH:10][NH:11][CH:12]=1.C(N(CC)CC)C.[C:20](Cl)([C:33]1[CH:38]=[CH:37][CH:36]=[CH:35][CH:34]=1)([C:27]1[CH:32]=[CH:31][CH:30]=[CH:29][CH:28]=1)[C:21]1[CH:26]=[CH:25][CH:24]=[CH:23][CH:22]=1. (3) The reactants are: [CH3:1][C:2]1[N:6]([CH2:7][C:8]2[CH:26]=[CH:25][C:11]3/[C:12](=[CH:21]/[C:22](O)=[O:23])/[C:13]4[CH:20]=[CH:19][CH:18]=[CH:17][C:14]=4[CH2:15][CH2:16][C:10]=3[CH:9]=2)[C:5]2[CH:27]=[C:28]([C:32]3[CH:37]=[CH:36][CH:35]=[CH:34][CH:33]=3)[CH:29]=[C:30]([CH3:31])[C:4]=2[N:3]=1.[NH2:38][C:39]1[CH:44]=[CH:43][CH:42]=[CH:41][CH:40]=1.C(N=C=NCCCN(C)C)C.ON1C2C=CC=CC=2N=N1.C(=O)([O-])O.[Na+]. Given the product [C:39]1([NH:38][C:22](=[O:23])/[CH:21]=[C:12]2\[C:13]3[CH:20]=[CH:19][CH:18]=[CH:17][C:14]=3[CH2:15][CH2:16][C:10]3[CH:9]=[C:8]([CH2:7][N:6]4[C:5]5[CH:27]=[C:28]([C:32]6[CH:37]=[CH:36][CH:35]=[CH:34][CH:33]=6)[CH:29]=[C:30]([CH3:31])[C:4]=5[N:3]=[C:2]4[CH3:1])[CH:26]=[CH:25][C:11]\2=3)[CH:44]=[CH:43][CH:42]=[CH:41][CH:40]=1, predict the reactants needed to synthesize it. (4) Given the product [CH:1]1([N:4]([CH:18]2[CH2:23][CH2:22][N:21]([C:26]3[O:30][N:29]=[C:28]([C:31]4[CH:36]=[CH:35][CH:34]=[CH:33][CH:32]=4)[N:27]=3)[CH2:20][CH:19]2[CH3:24])[C:5](=[O:17])[C:6]2[CH:7]=[CH:8][C:9]([C:12]3[O:16][CH:15]=[N:14][CH:13]=3)=[CH:10][CH:11]=2)[CH2:3][CH2:2]1, predict the reactants needed to synthesize it. The reactants are: [CH:1]1([N:4]([CH:18]2[CH2:23][CH2:22][NH:21][CH2:20][CH:19]2[CH3:24])[C:5](=[O:17])[C:6]2[CH:11]=[CH:10][C:9]([C:12]3[O:16][CH:15]=[N:14][CH:13]=3)=[CH:8][CH:7]=2)[CH2:3][CH2:2]1.Cl[C:26]1[O:30][N:29]=[C:28]([C:31]2[CH:36]=[CH:35][CH:34]=[CH:33][CH:32]=2)[N:27]=1. (5) Given the product [Br:1][C:2]1[CH:10]=[C:9]2[C:5]([CH2:6][CH2:7][N:8]2[CH3:12])=[C:4]([F:11])[CH:3]=1, predict the reactants needed to synthesize it. The reactants are: [Br:1][C:2]1[CH:10]=[C:9]2[C:5]([CH:6]=[CH:7][NH:8]2)=[C:4]([F:11])[CH:3]=1.[C:12]([BH3-])#N.[Na+].C=O. (6) Given the product [CH3:12][C:13]1[C:18]([C:19]([NH:10][NH2:11])=[O:21])=[CH:17][CH:16]=[CH:15][N:14]=1, predict the reactants needed to synthesize it. The reactants are: CC1C(C([NH:10][NH2:11])=O)=NC=CC=1.[CH3:12][C:13]1[C:18]([C:19]([O:21]CC)=O)=[CH:17][CH:16]=[CH:15][N:14]=1.CC1N=C(C(OCC)=O)C=CC=1. (7) Given the product [CH:12]1([C:15]2[CH:23]=[C:22]([C:24]([F:27])([F:26])[F:25])[CH:21]=[C:20]([C:28]([F:29])([F:30])[F:31])[C:16]=2[C:17]([NH:11][C@@H:7]2[CH2:8][CH2:9][CH2:10][C@@H:6]2[N:1]2[CH2:2][CH2:3][CH2:4][CH2:5]2)=[O:18])[CH2:14][CH2:13]1, predict the reactants needed to synthesize it. The reactants are: [N:1]1([C@H:6]2[CH2:10][CH2:9][CH2:8][C@H:7]2[NH2:11])[CH2:5][CH2:4][CH2:3][CH2:2]1.[CH:12]1([C:15]2[CH:23]=[C:22]([C:24]([F:27])([F:26])[F:25])[CH:21]=[C:20]([C:28]([F:31])([F:30])[F:29])[C:16]=2[C:17](O)=[O:18])[CH2:14][CH2:13]1. (8) Given the product [CH3:30][N:28]([CH3:29])[C:25]([C:22]1[N:20]2[CH:21]=[C:16]([O:14][C@H:7]3[C:8]4[C:13](=[CH:12][CH:11]=[CH:10][CH:9]=4)[C@@H:4]([NH2:3])[CH2:5][CH2:6]3)[CH:17]=[CH:18][C:19]2=[N:24][N:23]=1)([CH3:27])[CH3:26], predict the reactants needed to synthesize it. The reactants are: [H-].[Na+].[NH2:3][C@@H:4]1[C:13]2[C:8](=[CH:9][CH:10]=[CH:11][CH:12]=2)[C@H:7]([OH:14])[CH2:6][CH2:5]1.F[C:16]1[CH:17]=[CH:18][C:19]2[N:20]([C:22]([C:25]([N:28]([CH3:30])[CH3:29])([CH3:27])[CH3:26])=[N:23][N:24]=2)[CH:21]=1.N. (9) The reactants are: [F:1][C:2]1[C:3]([S:41][CH3:42])=[C:4]([C:9]2[C:10]([C:24](=[O:40])[C:25]3[CH:30]=[CH:29][C:28]([O:31][CH2:32][CH2:33][N:34]4[CH2:39][CH2:38][CH2:37][CH2:36][CH2:35]4)=[CH:27][CH:26]=3)=[C:11]3[C:16](=[CH:17][CH:18]=2)[CH:15]=[C:14]([O:19][S:20]([CH3:23])(=[O:22])=[O:21])[CH:13]=[CH:12]3)[CH:5]=[C:6]([F:8])[CH:7]=1.C(CN)O.[Cl-].[NH4+]. Given the product [F:1][C:2]1[C:3]([S:41][CH3:42])=[C:4]([C:9]2[C:10]([CH:24]([OH:40])[C:25]3[CH:26]=[CH:27][C:28]([O:31][CH2:32][CH2:33][N:34]4[CH2:39][CH2:38][CH2:37][CH2:36][CH2:35]4)=[CH:29][CH:30]=3)=[C:11]3[C:16](=[CH:17][CH:18]=2)[CH:15]=[C:14]([O:19][S:20]([CH3:23])(=[O:21])=[O:22])[CH:13]=[CH:12]3)[CH:5]=[C:6]([F:8])[CH:7]=1, predict the reactants needed to synthesize it.